This data is from Forward reaction prediction with 1.9M reactions from USPTO patents (1976-2016). The task is: Predict the product of the given reaction. (1) The product is: [C:18]([C:20]1[CH:28]=[CH:27][C:23]([C:24]([NH:12][C:17]2[CH:16]=[CH:15][C:14]([C:5]([OH:7])=[O:6])=[CH:13][C:31]=2[OH:32])=[O:25])=[CH:22][CH:21]=1)#[N:19]. Given the reactants NC1C=C(C=CC=1O)[C:5]([OH:7])=[O:6].[N:12]1[CH:17]=[CH:16][CH:15]=[CH:14][CH:13]=1.[C:18]([C:20]1[CH:28]=[CH:27][C:23]([C:24](Cl)=[O:25])=[CH:22][CH:21]=1)#[N:19].C1C[O:32][CH2:31]C1, predict the reaction product. (2) The product is: [Cl:1][C:2]1[CH:11]=[CH:10][C:9]2[C:4](=[CH:5][CH:6]=[C:7]([Cl:13])[C:8]=2[NH:12][C:22](=[O:23])[CH2:21][CH2:20][CH:14]2[CH2:19][CH2:18][CH2:17][CH2:16][CH2:15]2)[N:3]=1. Given the reactants [Cl:1][C:2]1[CH:11]=[CH:10][C:9]2[C:8]([NH2:12])=[C:7]([Cl:13])[CH:6]=[CH:5][C:4]=2[N:3]=1.[CH:14]1([CH2:20][CH2:21][C:22](O)=[O:23])[CH2:19][CH2:18][CH2:17][CH2:16][CH2:15]1, predict the reaction product. (3) Given the reactants [F:1][C:2]1[CH:31]=[CH:30][CH:29]=[C:28]([F:32])[C:3]=1[C:4]([N:6]([CH2:22][O:23][CH2:24][CH2:25][O:26][CH3:27])[C:7]([NH:9][C:10]1[CH:15]=[CH:14][C:13]([S:16][C:17]([F:20])([F:19])[F:18])=[CH:12][C:11]=1[F:21])=[O:8])=[O:5].CI.[H-].[Na+].[C:37](OCC)(=O)C, predict the reaction product. The product is: [F:1][C:2]1[CH:31]=[CH:30][CH:29]=[C:28]([F:32])[C:3]=1[C:4]([N:6]([CH2:22][O:23][CH2:24][CH2:25][O:26][CH3:27])[C:7]([N:9]([C:10]1[CH:15]=[CH:14][C:13]([S:16][C:17]([F:19])([F:18])[F:20])=[CH:12][C:11]=1[F:21])[CH3:37])=[O:8])=[O:5].